Dataset: Forward reaction prediction with 1.9M reactions from USPTO patents (1976-2016). Task: Predict the product of the given reaction. (1) Given the reactants ClC1N=C(C2SC(C(C)C)=NC=2C2C=C(C=CC=2)N)C=CN=1.[Cl:23][C:24]1[C:29]([C:30]2[N:31]=[C:32]([N:42]3[CH2:47][CH2:46][O:45][CH2:44][CH2:43]3)[S:33][C:34]=2[C:35]2[CH:40]=[CH:39][N:38]=[C:37]([Cl:41])[N:36]=2)=[CH:28][CH:27]=[CH:26][C:25]=1[NH:48]C(=O)OCC=C, predict the reaction product. The product is: [Cl:23][C:24]1[C:29]([C:30]2[N:31]=[C:32]([N:42]3[CH2:47][CH2:46][O:45][CH2:44][CH2:43]3)[S:33][C:34]=2[C:35]2[CH:40]=[CH:39][N:38]=[C:37]([Cl:41])[N:36]=2)=[CH:28][CH:27]=[CH:26][C:25]=1[NH2:48]. (2) Given the reactants CN(C)/[CH:3]=[CH:4]/[C:5]([C:7]1[C:12](=[O:13])[CH:11]=[CH:10][N:9]([C:14]2[CH:19]=[CH:18][C:17]([O:20][C:21]([F:24])([F:23])[F:22])=[CH:16][CH:15]=2)[N:8]=1)=O.[NH:26]([C:28]1[CH:33]=[CH:32][N:31]=[C:30]([O:34][CH2:35][CH3:36])[CH:29]=1)[NH2:27], predict the reaction product. The product is: [CH2:35]([O:34][C:30]1[CH:29]=[C:28]([N:26]2[C:5]([C:7]3[C:12](=[O:13])[CH:11]=[CH:10][N:9]([C:14]4[CH:19]=[CH:18][C:17]([O:20][C:21]([F:23])([F:22])[F:24])=[CH:16][CH:15]=4)[N:8]=3)=[CH:4][CH:3]=[N:27]2)[CH:33]=[CH:32][N:31]=1)[CH3:36]. (3) Given the reactants [CH3:1][O:2][C:3]1[C:4]([C:9]#[N:10])=[N:5][CH:6]=[CH:7][CH:8]=1.[F:11][C:12]1[CH:17]=[CH:16][C:15]([C:18]2[S:22][C:21]([CH3:23])=[N:20][C:19]=2[C:24](O)=[O:25])=[CH:14][CH:13]=1, predict the reaction product. The product is: [NH2:10][CH2:9][C@@H:4]1[C@H:3]([O:2][CH3:1])[CH2:8][CH2:7][CH2:6][N:5]1[C:24]([C:19]1[N:20]=[C:21]([CH3:23])[S:22][C:18]=1[C:15]1[CH:16]=[CH:17][C:12]([F:11])=[CH:13][CH:14]=1)=[O:25]. (4) Given the reactants [CH2:1]([O:8][C:9]([N:11]([CH2:24][C:25]1[CH:33]=[CH:32][C:28]([C:29](O)=[O:30])=[CH:27][CH:26]=1)[CH2:12][CH2:13][CH2:14][CH2:15][NH:16][C:17]([O:19][C:20]([CH3:23])([CH3:22])[CH3:21])=[O:18])=[O:10])[C:2]1[CH:7]=[CH:6][CH:5]=[CH:4][CH:3]=1.[CH3:34][Si:35]([CH3:62])([CH3:61])[CH2:36][CH2:37][O:38][CH2:39][N:40]1[CH:44]=[CH:43][N:42]=[C:41]1[CH2:45][NH:46][CH2:47][C:48]1[N:49]([CH2:53][O:54][CH2:55][CH2:56][Si:57]([CH3:60])([CH3:59])[CH3:58])[CH:50]=[CH:51][N:52]=1.ON1C2C=CC=CC=2N=N1.Cl.C(N=C=NCCCN(C)C)C.C(N(C(C)C)CC)(C)C, predict the reaction product. The product is: [C:2]1([CH2:1][O:8][C:9](=[O:10])[N:11]([CH2:24][C:25]2[CH:26]=[CH:27][C:28]([C:29]([N:46]([CH2:47][C:48]3[N:49]([CH2:53][O:54][CH2:55][CH2:56][Si:57]([CH3:60])([CH3:59])[CH3:58])[CH:50]=[CH:51][N:52]=3)[CH2:45][C:41]3[N:40]([CH2:39][O:38][CH2:37][CH2:36][Si:35]([CH3:61])([CH3:62])[CH3:34])[CH:44]=[CH:43][N:42]=3)=[O:30])=[CH:32][CH:33]=2)[CH2:12][CH2:13][CH2:14][CH2:15][NH:16][C:17]([O:19][C:20]([CH3:21])([CH3:22])[CH3:23])=[O:18])[CH:3]=[CH:4][CH:5]=[CH:6][CH:7]=1.